This data is from Full USPTO retrosynthesis dataset with 1.9M reactions from patents (1976-2016). The task is: Predict the reactants needed to synthesize the given product. (1) Given the product [F:9][C:6]([F:8])([CH3:7])[CH2:5][C@H:4]([NH:10][C:11]([N:13]1[CH2:19][CH2:18][CH2:17][O:16][CH2:15][CH2:14]1)=[O:12])[C:3]([OH:20])=[O:2], predict the reactants needed to synthesize it. The reactants are: C[O:2][C:3](=[O:20])[C@@H:4]([NH:10][C:11]([N:13]1[CH2:19][CH2:18][CH2:17][O:16][CH2:15][CH2:14]1)=[O:12])[CH2:5][C:6]([F:9])([F:8])[CH3:7].[OH-].[Li+]. (2) The reactants are: [Br:1][C:2]1[CH:3]=[C:4]2[CH2:10][CH2:9][NH:8][C:5]2=[N:6][CH:7]=1.ClC1C(=O)C(C#N)=C(C#N)C(=O)C=1Cl.O.C(OCC)(=O)C. Given the product [Br:1][C:2]1[CH:3]=[C:4]2[CH:10]=[CH:9][NH:8][C:5]2=[N:6][CH:7]=1, predict the reactants needed to synthesize it. (3) Given the product [I:13][C:11]1[S:10][C:4]2=[N:5][CH:6]=[C:7]([C:8]#[N:9])[C:2]([NH:24][C:23]3[C:15]([CH3:14])=[C:16]4[C:20](=[CH:21][CH:22]=3)[NH:19][CH:18]=[CH:17]4)=[C:3]2[CH:12]=1, predict the reactants needed to synthesize it. The reactants are: F[C:2]1[C:7]([C:8]#[N:9])=[CH:6][N:5]=[C:4]2[S:10][C:11]([I:13])=[CH:12][C:3]=12.[CH3:14][C:15]1[C:23]([NH2:24])=[CH:22][CH:21]=[C:20]2[C:16]=1[CH:17]=[CH:18][NH:19]2. (4) The reactants are: O=[C:2]1[CH2:7][CH2:6][N:5]([C:8]([O:10][CH2:11][C:12]2[CH:17]=[CH:16][CH:15]=[CH:14][CH:13]=2)=[O:9])[CH2:4][CH2:3]1.[NH2:18][C:19]1[CH:28]=[CH:27][C:26]([CH2:29][NH:30][C:31]([O:33][C:34]([CH3:37])([CH3:36])[CH3:35])=[O:32])=[CH:25][C:20]=1[C:21]([O:23][CH3:24])=[O:22].[BH-](OC(C)=O)(OC(C)=O)OC(C)=O.[Na+].C([O-])(O)=O.[Na+]. Given the product [CH3:36][C:34]([CH3:37])([O:33][C:31]([NH:30][CH2:29][C:26]1[CH:27]=[CH:28][C:19]([NH:18][CH:2]2[CH2:7][CH2:6][N:5]([C:8]([O:10][CH2:11][C:12]3[CH:17]=[CH:16][CH:15]=[CH:14][CH:13]=3)=[O:9])[CH2:4][CH2:3]2)=[C:20]([C:21]([O:23][CH3:24])=[O:22])[CH:25]=1)=[O:32])[CH3:35], predict the reactants needed to synthesize it. (5) Given the product [CH3:13][O:12][C:8]1[C:9]([O:10][CH3:11])=[C:3]([O:2][CH3:1])[CH:4]=[C:5]2[C:7]=1[CH:19]=[CH:18][C:23]([CH3:22])=[N:6]2, predict the reactants needed to synthesize it. The reactants are: [CH3:1][O:2][C:3]1[CH:4]=[C:5]([CH:7]=[C:8]([O:12][CH3:13])[C:9]=1[O:10][CH3:11])[NH2:6].[Na+].[N+]([C:18]1[CH:19]=C(S([O-])(=O)=O)C=[CH:22][CH:23]=1)([O-])=O.B(O)(O)O.C(=O)/C=C/C. (6) Given the product [Br:1][C:2]1[C:11]([C:12]([O:14][CH3:15])=[O:13])=[C:10]2[C:5]([NH:6][C:7]([CH3:18])([CH3:17])[C:8](=[O:16])[N:9]2[CH3:21])=[CH:4][CH:3]=1, predict the reactants needed to synthesize it. The reactants are: [Br:1][C:2]1[C:11]([C:12]([O:14][CH3:15])=[O:13])=[C:10]2[C:5]([NH:6][C:7]([CH3:18])([CH3:17])[C:8](=[O:16])[NH:9]2)=[CH:4][CH:3]=1.CI.[C:21](=O)([O-])[O-].C(OCC)(=O)C. (7) Given the product [Cl:1][C:2]1[CH:3]=[C:4]([N:9]2[C:11](=[O:16])[CH2:12][C:13]([CH3:15])=[N:10]2)[CH:5]=[CH:6][C:7]=1[F:8], predict the reactants needed to synthesize it. The reactants are: [Cl:1][C:2]1[CH:3]=[C:4]([NH:9][NH2:10])[CH:5]=[CH:6][C:7]=1[F:8].[C:11](OCC)(=[O:16])[CH2:12][C:13]([CH3:15])=O. (8) The reactants are: [NH2:1][C:2]1[CH:11]=[C:10]([F:12])[C:5]([C:6]([O:8][CH3:9])=[O:7])=[C:4]([F:13])[CH:3]=1.[Br:14][C:15]1[CH:20]=[CH:19][C:18]([S:21](Cl)(=[O:23])=[O:22])=[CH:17][CH:16]=1.N1C=CC=CC=1. Given the product [Br:14][C:15]1[CH:20]=[CH:19][C:18]([S:21]([NH:1][C:2]2[CH:3]=[C:4]([F:13])[C:5]([C:6]([O:8][CH3:9])=[O:7])=[C:10]([F:12])[CH:11]=2)(=[O:23])=[O:22])=[CH:17][CH:16]=1, predict the reactants needed to synthesize it. (9) Given the product [CH3:24][C:23]1[CH:22]=[C:21]([CH3:25])[NH:20][C:19](=[O:26])[C:18]=1[CH2:17][NH:16][C:14]([C:4]1[C:5]2[CH:10]=[N:9][N:8]([CH:11]([CH3:13])[CH3:12])[C:6]=2[N:7]=[C:2]([C:34]2[CH:35]=[C:36]3[C:31](=[CH:32][CH:33]=2)[NH:30][N:29]=[C:28]3[CH3:27])[CH:3]=1)=[O:15], predict the reactants needed to synthesize it. The reactants are: Cl[C:2]1[CH:3]=[C:4]([C:14]([NH:16][CH2:17][C:18]2[C:19](=[O:26])[NH:20][C:21]([CH3:25])=[CH:22][C:23]=2[CH3:24])=[O:15])[C:5]2[CH:10]=[N:9][N:8]([CH:11]([CH3:13])[CH3:12])[C:6]=2[N:7]=1.[CH3:27][C:28]1[C:36]2[C:31](=[CH:32][CH:33]=[C:34](B3OC(C)(C)C(C)(C)O3)[CH:35]=2)[N:30](C(OC(C)(C)C)=O)[N:29]=1.P([O-])([O-])([O-])=O.[K+].[K+].[K+].O1CCOCC1. (10) Given the product [CH2:13]([C:15]1[S:52][C:18]2[N:19]([CH2:37][C:38]3[CH:39]=[CH:40][C:41]([C:44]4[CH:49]=[CH:48][CH:47]=[CH:46][C:45]=4[C:50]4[NH:3][C:4](=[O:7])[O:5][N:51]=4)=[CH:42][CH:43]=3)[C:20](=[O:36])[N:21]([CH2:24][C:25]3([C:28]4[CH:29]=[CH:30][C:31]([O:34][CH3:35])=[CH:32][CH:33]=4)[CH2:27][CH2:26]3)[C:22](=[O:23])[C:17]=2[CH:16]=1)[CH3:14], predict the reactants needed to synthesize it. The reactants are: [Cl-].O[NH3+:3].[C:4](=[O:7])([O-])[OH:5].[Na+].CS(C)=O.[CH2:13]([C:15]1[S:52][C:18]2[N:19]([CH2:37][C:38]3[CH:43]=[CH:42][C:41]([C:44]4[C:45]([C:50]#[N:51])=[CH:46][CH:47]=[CH:48][CH:49]=4)=[CH:40][CH:39]=3)[C:20](=[O:36])[N:21]([CH2:24][C:25]3([C:28]4[CH:33]=[CH:32][C:31]([O:34][CH3:35])=[CH:30][CH:29]=4)[CH2:27][CH2:26]3)[C:22](=[O:23])[C:17]=2[CH:16]=1)[CH3:14].